From a dataset of Catalyst prediction with 721,799 reactions and 888 catalyst types from USPTO. Predict which catalyst facilitates the given reaction. (1) Reactant: Br[C:2]1[C:3]([C:16]2[CH:21]=[CH:20][CH:19]=[CH:18][CH:17]=2)=[N:4][C:5]2[C:10]([N:11]=1)=[CH:9][C:8]([C:12]([O:14][CH3:15])=[O:13])=[CH:7][CH:6]=2.[F:22][C:23]([F:37])([F:36])[C:24]1[CH:25]=[CH:26][C:27]([N:30]2[CH2:35][CH2:34][NH:33][CH2:32][CH2:31]2)=[N:28][CH:29]=1.CCN(C(C)C)C(C)C. Product: [C:16]1([C:3]2[C:2]([N:33]3[CH2:34][CH2:35][N:30]([C:27]4[CH:26]=[CH:25][C:24]([C:23]([F:37])([F:22])[F:36])=[CH:29][N:28]=4)[CH2:31][CH2:32]3)=[N:11][C:10]3[C:5](=[CH:6][CH:7]=[C:8]([C:12]([O:14][CH3:15])=[O:13])[CH:9]=3)[N:4]=2)[CH:21]=[CH:20][CH:19]=[CH:18][CH:17]=1. The catalyst class is: 9. (2) Reactant: [Cl:1][C:2]1[CH:3]=[CH:4][C:5](=[O:17])[N:6]([CH2:8][C:9]2[CH:14]=[CH:13][C:12]([CH2:15]O)=[CH:11][CH:10]=2)[CH:7]=1.[Cl:18][C:19]1[N:24]=[CH:23][N:22]=[C:21]2[NH:25][N:26]=[CH:27][C:20]=12.C1(P(C2C=CC=CC=2)C2C=CC=CC=2)C=CC=CC=1.N(/C(OC(C)C)=O)=N\C(OC(C)C)=O. Product: [Cl:1][C:2]1[CH:3]=[CH:4][C:5](=[O:17])[N:6]([CH2:8][C:9]2[CH:14]=[CH:13][C:12]([CH2:15][N:26]3[CH:27]=[C:20]4[C:21]([N:22]=[CH:23][N:24]=[C:19]4[Cl:18])=[N:25]3)=[CH:11][CH:10]=2)[CH:7]=1. The catalyst class is: 2. (3) Reactant: [Cl:1][C:2]1[CH:3]=[C:4]([C:12]([O:14][NH:15][C:16](=[NH:44])[C:17]2[CH:18]=[CH:19][C:20]([CH2:36][CH2:37][CH2:38][C:39]([O:41][CH2:42][CH3:43])=[O:40])=[C:21]3[C:25]=2[N:24]([S:26]([C:29]2[CH:34]=[CH:33][C:32]([CH3:35])=[CH:31][CH:30]=2)(=[O:28])=[O:27])[CH:23]=[CH:22]3)=O)[CH:5]=[CH:6][C:7]=1[O:8][CH:9]([CH3:11])[CH3:10].CCOC(C)=O. Product: [Cl:1][C:2]1[CH:3]=[C:4]([C:12]2[O:14][N:15]=[C:16]([C:17]3[CH:18]=[CH:19][C:20]([CH2:36][CH2:37][CH2:38][C:39]([O:41][CH2:42][CH3:43])=[O:40])=[C:21]4[C:25]=3[N:24]([S:26]([C:29]3[CH:34]=[CH:33][C:32]([CH3:35])=[CH:31][CH:30]=3)(=[O:28])=[O:27])[CH:23]=[CH:22]4)[N:44]=2)[CH:5]=[CH:6][C:7]=1[O:8][CH:9]([CH3:11])[CH3:10]. The catalyst class is: 12. (4) Reactant: [NH2:1][C:2]1[C:3]([NH:17][CH2:18][CH:19]2[CH2:24][CH2:23][CH2:22][N:21](C(OC(C)(C)C)=O)[CH2:20]2)=[CH:4][C:5]([NH:8][C:9]2[CH:14]=[N:13][C:12]([C:15]#[N:16])=[CH:11][N:10]=2)=[N:6][CH:7]=1.CO[CH:34]1[CH2:38][CH2:37][CH:36](OC)O1.C(O)(=O)C. Product: [NH:21]1[CH2:22][CH2:23][CH2:24][CH:19]([CH2:18][NH:17][C:3]2[C:2]([N:1]3[CH:34]=[CH:38][CH:37]=[CH:36]3)=[CH:7][N:6]=[C:5]([NH:8][C:9]3[N:10]=[CH:11][C:12]([C:15]#[N:16])=[N:13][CH:14]=3)[CH:4]=2)[CH2:20]1. The catalyst class is: 525. (5) Reactant: [C:1]([CH:5]1[CH2:14][CH2:13][C:12]2[N:11]=[C:10]([SH:15])[C:9]([N+:16]([O-])=O)=[CH:8][C:7]=2[CH2:6]1)([CH3:4])([CH3:3])[CH3:2].[Cl-].[Cl-].[Ca+2]. Product: [NH2:16][C:9]1[C:10]([SH:15])=[N:11][C:12]2[CH2:13][CH2:14][CH:5]([C:1]([CH3:3])([CH3:2])[CH3:4])[CH2:6][C:7]=2[CH:8]=1. The catalyst class is: 186. (6) Reactant: Cl.[CH3:2][CH:3]([CH2:7][CH2:8][N:9]1[CH2:14][CH2:13][CH2:12][CH2:11][CH2:10]1)[C:4]([OH:6])=[O:5].C(N(C(C)C)C(C)C)C.C(Cl)(=O)C(Cl)=O.C(OC([N:37]1[C:41]([NH2:42])=[CH:40][C:39]([C:43]2[CH:44]=[C:45]3[C:50](=[CH:51][CH:52]=2)[N:49]=[CH:48][CH:47]=[CH:46]3)=[N:38]1)=O)(C)(C)C.FC(F)(F)C(O)=O. Product: [CH:4]([OH:6])=[O:5].[CH3:2][CH:3]([CH2:7][CH2:8][N:9]1[CH2:14][CH2:13][CH2:12][CH2:11][CH2:10]1)[C:4]([NH:42][C:41]1[CH:40]=[C:39]([C:43]2[CH:44]=[C:45]3[C:50](=[CH:51][CH:52]=2)[N:49]=[CH:48][CH:47]=[CH:46]3)[NH:38][N:37]=1)=[O:6]. The catalyst class is: 59. (7) Reactant: [Cl:1][C:2]1[C:3]([N:27]([CH3:31])[CH2:28][CH2:29][CH3:30])=[CH:4][C:5]2[N:11]=[C:10]([C:12]3[CH:17]=[CH:16][CH:15]=[C:14]([N:18]4[C:22]([CH2:23]O)=[N:21][CH:20]=[N:19]4)[CH:13]=3)[CH2:9][C:8](=[O:25])[NH:7][C:6]=2[CH:26]=1.S(Cl)(Cl)=O.[Cl-].[NH:37]1[CH2:41][CH2:40][CH2:39][CH2:38]1. Product: [Cl:1][C:2]1[C:3]([N:27]([CH3:31])[CH2:28][CH2:29][CH3:30])=[CH:4][C:5]2[N:11]=[C:10]([C:12]3[CH:17]=[CH:16][CH:15]=[C:14]([N:18]4[C:22]([CH2:23][N:37]5[CH2:41][CH2:40][CH2:39][CH2:38]5)=[N:21][CH:20]=[N:19]4)[CH:13]=3)[CH2:9][C:8](=[O:25])[NH:7][C:6]=2[CH:26]=1. The catalyst class is: 139. (8) Reactant: [NH2:1][C:2]1[C:3]([C:7]([NH:9][CH2:10][CH:11]([CH3:13])[CH3:12])=[NH:8])=[N:4][O:5][N:6]=1.Br[CH2:15][C:16](=O)[C:17]([O:19][CH2:20][CH3:21])=[O:18].C(=O)(O)[O-].[Na+]. Product: [NH2:1][C:2]1[C:3]([C:7]2[N:9]([CH2:10][CH:11]([CH3:13])[CH3:12])[CH:15]=[C:16]([C:17]([O:19][CH2:20][CH3:21])=[O:18])[N:8]=2)=[N:4][O:5][N:6]=1. The catalyst class is: 41. (9) Reactant: [CH3:1][C:2]1[CH:7]=[CH:6][C:5]([NH:8][C:9]2[CH:14]=[CH:13][CH:12]=[CH:11][N:10]=2)=[CH:4][C:3]=1[OH:15].C([O-])([O-])=O.[Cs+].[Cs+].Br[CH2:23][CH:24]=[C:25]([CH3:27])[CH3:26]. Product: [CH3:1][C:2]1[CH:7]=[CH:6][C:5]([NH:8][C:9]2[CH:14]=[CH:13][CH:12]=[CH:11][N:10]=2)=[CH:4][C:3]=1[O:15][CH2:23][CH:24]=[C:25]([CH3:27])[CH3:26]. The catalyst class is: 21.